The task is: Regression. Given two drug SMILES strings and cell line genomic features, predict the synergy score measuring deviation from expected non-interaction effect.. This data is from NCI-60 drug combinations with 297,098 pairs across 59 cell lines. Drug 1: C1=NC2=C(N=C(N=C2N1C3C(C(C(O3)CO)O)O)F)N. Drug 2: CCC1=C2CN3C(=CC4=C(C3=O)COC(=O)C4(CC)O)C2=NC5=C1C=C(C=C5)O. Cell line: TK-10. Synergy scores: CSS=11.5, Synergy_ZIP=-4.77, Synergy_Bliss=0.673, Synergy_Loewe=-7.48, Synergy_HSA=-0.412.